From a dataset of Full USPTO retrosynthesis dataset with 1.9M reactions from patents (1976-2016). Predict the reactants needed to synthesize the given product. (1) The reactants are: Br[C:2]1[CH:3]=[CH:4][C:5]([NH2:10])=[N:6][C:7]=1[O:8][CH3:9].[CH3:11][C:12]1(C)[C:16](C)(C)OB(C(C)=C)O1.P([O-])([O-])([O-])=O.[K+].[K+].[K+].O. Given the product [CH3:9][O:8][C:7]1[N:6]=[C:5]([NH2:10])[CH:4]=[CH:3][C:2]=1[C:12]([CH3:16])=[CH2:11], predict the reactants needed to synthesize it. (2) Given the product [CH:29]([C:2]1[C:3]2[C:7]([CH:8]=[CH:9][CH:10]=1)=[N:6][N:5]1[C:11]([CH:16]3[CH2:17][CH2:18][N:19]([C:22]([O:24][C:25]([CH3:28])([CH3:26])[CH3:27])=[O:23])[CH2:20][CH2:21]3)=[CH:12][C:13](=[O:15])[NH:14][C:4]=21)([CH2:30][CH3:31])[CH3:34], predict the reactants needed to synthesize it. The reactants are: Cl[C:2]1[C:3]2[C:7]([CH:8]=[CH:9][CH:10]=1)=[N:6][N:5]1[C:11]([CH:16]3[CH2:21][CH2:20][N:19]([C:22]([O:24][C:25]([CH3:28])([CH3:27])[CH3:26])=[O:23])[CH2:18][CH2:17]3)=[CH:12][C:13](=[O:15])[NH:14][C:4]=21.[CH:29]1(P([CH:29]2[CH2:34]CC[CH2:31][CH2:30]2)C2C=CC=CC=2C2C(N(C)C)=CC=CC=2N(C)C)[CH2:34]CC[CH2:31][CH2:30]1.[Cl-].[Li+].[Br-].C([Zn+])(C)C. (3) Given the product [NH2:8][C:7]1[C:2]([F:1])=[C:3]([C:12]([C:14]2[C:22]3[C:17](=[N:18][CH:19]=[C:20]([F:24])[C:21]=3[I:23])[NH:16][CH:15]=2)=[O:13])[C:4]([F:11])=[CH:5][CH:6]=1, predict the reactants needed to synthesize it. The reactants are: [F:1][C:2]1[C:7]([N+:8]([O-])=O)=[CH:6][CH:5]=[C:4]([F:11])[C:3]=1[C:12]([C:14]1[C:22]2[C:17](=[N:18][CH:19]=[C:20]([F:24])[C:21]=2[I:23])[NH:16][CH:15]=1)=[O:13].CCO.[Sn](Cl)Cl.C(=O)(O)[O-].[Na+]. (4) The reactants are: [Si:1]([O:18][CH:19]1[CH2:22][N:21]([C:23]2[S:24][CH:25]=[C:26]([C:28](OCC)=O)[N:27]=2)[CH2:20]1)([C:14]([CH3:17])([CH3:16])[CH3:15])([C:8]1[CH:13]=[CH:12][CH:11]=[CH:10][CH:9]=1)[C:2]1[CH:7]=[CH:6][CH:5]=[CH:4][CH:3]=1.[Cl-].[NH4+:34].C[Al](C)C.C(O)(=O)C.C(OCC)(=O)C. Given the product [Si:1]([O:18][CH:19]1[CH2:22][N:21]([C:23]2[S:24][CH:25]=[C:26]([C:28]#[N:34])[N:27]=2)[CH2:20]1)([C:14]([CH3:16])([CH3:15])[CH3:17])([C:8]1[CH:9]=[CH:10][CH:11]=[CH:12][CH:13]=1)[C:2]1[CH:3]=[CH:4][CH:5]=[CH:6][CH:7]=1, predict the reactants needed to synthesize it.